From a dataset of Catalyst prediction with 721,799 reactions and 888 catalyst types from USPTO. Predict which catalyst facilitates the given reaction. (1) Reactant: C1(/C=[N:8]/[C:9]2[CH:10]=[CH:11][CH:12]=[C:13]3[C:18]=2[CH:17]=[C:16]([OH:19])[CH:15]=[CH:14]3)C=CC=CC=1.[CH3:20]I.[OH-].[Na+]. The catalyst class is: 21. Product: [CH3:20][O:19][C:16]1[CH:17]=[C:18]2[C:13]([CH:12]=[CH:11][CH:10]=[C:9]2[NH2:8])=[CH:14][CH:15]=1. (2) Reactant: [NH2:1][C:2]1[N:7]=[C:6]([C:8]2[S:12][C:11]([CH:13]3[CH2:18][CH2:17][N:16](C(OC(C)(C)C)=O)[CH2:15][CH2:14]3)=[N:10][C:9]=2[C:26]2[CH:31]=[CH:30][CH:29]=[C:28]([NH:32][S:33]([C:36]3[C:41]([F:42])=[CH:40][CH:39]=[CH:38][C:37]=3[F:43])(=[O:35])=[O:34])[C:27]=2[F:44])[CH:5]=[CH:4][N:3]=1.C(O)(C(F)(F)F)=O. Product: [NH2:1][C:2]1[N:7]=[C:6]([C:8]2[S:12][C:11]([CH:13]3[CH2:18][CH2:17][NH:16][CH2:15][CH2:14]3)=[N:10][C:9]=2[C:26]2[C:27]([F:44])=[C:28]([NH:32][S:33]([C:36]3[C:37]([F:43])=[CH:38][CH:39]=[CH:40][C:41]=3[F:42])(=[O:34])=[O:35])[CH:29]=[CH:30][CH:31]=2)[CH:5]=[CH:4][N:3]=1. The catalyst class is: 4.